This data is from Full USPTO retrosynthesis dataset with 1.9M reactions from patents (1976-2016). The task is: Predict the reactants needed to synthesize the given product. Given the product [Cl:18][C:19]1[CH:20]=[C:21]([CH:22]=[CH:23][C:24]([NH:1][C@H:2]([C:4]2[CH:9]=[CH:8][CH:7]=[C:6]([NH:10][CH2:11][C:12]3[CH:13]=[N:14][CH:15]=[CH:16][CH:17]=3)[CH:5]=2)[CH3:3])=[O:25])[CH:27]=[CH:28][CH:29]=1, predict the reactants needed to synthesize it. The reactants are: [NH2:1][C@H:2]([C:4]1[CH:5]=[C:6]([NH:10][CH2:11][C:12]2[CH:13]=[N:14][CH:15]=[CH:16][CH:17]=2)[CH:7]=[CH:8][CH:9]=1)[CH3:3].[Cl:18][C:19]1[CH:20]=[C:21]([CH:27]=[CH:28][CH:29]=1)[CH:22]=[CH:23][C:24](O)=[O:25].C(N(CC)CC)C.